This data is from Catalyst prediction with 721,799 reactions and 888 catalyst types from USPTO. The task is: Predict which catalyst facilitates the given reaction. (1) Reactant: [OH-].[Na+].C1COCC1.[Cl:8][C:9]1[CH:10]=[CH:11][C:12]([CH2:31][NH:32][C:33]2[CH:38]=[CH:37][C:36]([C:39]3[CH:44]=[CH:43][C:42]([Cl:45])=[CH:41][CH:40]=3)=[CH:35][CH:34]=2)=[C:13]([C:15]2[CH:16]=[CH:17][C:18]([C:21]([NH:23][CH2:24][CH2:25][C:26]([O:28]CC)=[O:27])=[O:22])=[N:19][CH:20]=2)[CH:14]=1. Product: [Cl:8][C:9]1[CH:10]=[CH:11][C:12]([CH2:31][NH:32][C:33]2[CH:38]=[CH:37][C:36]([C:39]3[CH:40]=[CH:41][C:42]([Cl:45])=[CH:43][CH:44]=3)=[CH:35][CH:34]=2)=[C:13]([C:15]2[CH:16]=[CH:17][C:18]([C:21]([NH:23][CH2:24][CH2:25][C:26]([OH:28])=[O:27])=[O:22])=[N:19][CH:20]=2)[CH:14]=1. The catalyst class is: 5. (2) Reactant: CCN(C(C)C)C(C)C.[F:10][C:11]1[CH:16]=[CH:15][C:14]([C:17]2[O:18][C:19]3[CH:29]=[CH:28][C:27]([C:30]4[CH:31]=[C:32]([CH:42]=[CH:43][CH:44]=4)[C:33]([NH:35][C:36]([CH3:41])([CH3:40])[C:37](O)=[O:38])=[O:34])=[CH:26][C:20]=3[C:21]=2[C:22](=[O:25])[NH:23][CH3:24])=[CH:13][CH:12]=1.[S:45]1[CH:49]=[N:48][N:47]=[C:46]1[NH2:50].[H-].[Na+]. Product: [S:45]1[CH:49]=[N:48][N:47]=[C:46]1[NH:50][C:37](=[O:38])[C:36]([NH:35][C:33]([C:32]1[CH:31]=[C:30]([C:27]2[CH:28]=[CH:29][C:19]3[O:18][C:17]([C:14]4[CH:13]=[CH:12][C:11]([F:10])=[CH:16][CH:15]=4)=[C:21]([C:22]([NH:23][CH3:24])=[O:25])[C:20]=3[CH:26]=2)[CH:44]=[CH:43][CH:42]=1)=[O:34])([CH3:40])[CH3:41]. The catalyst class is: 3. (3) The catalyst class is: 4. Reactant: C[O:2][C:3]1[CH:32]=[CH:31][C:6]([CH2:7][NH:8][C:9]([C:11]2[CH:12]=[C:13]3[C:18](=[CH:19][CH:20]=2)[N:17]([CH3:21])[C:16](=[O:22])[N:15]([CH2:23][C:24]2[CH:29]=[CH:28][CH:27]=[CH:26][CH:25]=2)[C:14]3=[O:30])=[O:10])=[CH:5][CH:4]=1.B(Br)(Br)Br.C([O-])(O)=O.[Na+]. Product: [OH:2][C:3]1[CH:4]=[CH:5][C:6]([CH2:7][NH:8][C:9]([C:11]2[CH:12]=[C:13]3[C:18](=[CH:19][CH:20]=2)[N:17]([CH3:21])[C:16](=[O:22])[N:15]([CH2:23][C:24]2[CH:25]=[CH:26][CH:27]=[CH:28][CH:29]=2)[C:14]3=[O:30])=[O:10])=[CH:31][CH:32]=1. (4) Reactant: [NH2:1][C@H:2]([CH2:30][C:31]1[CH:36]=[CH:35][C:34]([F:37])=[CH:33][CH:32]=1)[C:3]([N:5]1[CH2:10][CH2:9][CH:8]([N:11]2[C:16](=[O:17])[C:15]([CH3:19])([CH3:18])[CH2:14][C:13]([C:20]3[CH:25]=[CH:24][C:23]([O:26][CH3:27])=[C:22]([O:28][CH3:29])[CH:21]=3)=[N:12]2)[CH2:7][CH2:6]1)=[O:4].[CH:38]1([CH2:41][O:42][C:43]2[CH:51]=[CH:50][C:46]3[O:47][CH2:48][O:49][C:45]=3[C:44]=2[C:52]2[C:53]3[NH:60][CH:59]=[C:58]([C:61](O)=[O:62])[C:54]=3[N:55]=[CH:56][N:57]=2)[CH2:40][CH2:39]1.CCOC(C(C#N)=NOC(N1CCOCC1)=[N+](C)C)=O.F[P-](F)(F)(F)(F)F.CCN(C(C)C)C(C)C. Product: [CH:38]1([CH2:41][O:42][C:43]2[CH:51]=[CH:50][C:46]3[O:47][CH2:48][O:49][C:45]=3[C:44]=2[C:52]2[C:53]3[NH:60][CH:59]=[C:58]([C:61]([NH:1][C@H:2]([CH2:30][C:31]4[CH:32]=[CH:33][C:34]([F:37])=[CH:35][CH:36]=4)[C:3]([N:5]4[CH2:6][CH2:7][CH:8]([N:11]5[C:16](=[O:17])[C:15]([CH3:19])([CH3:18])[CH2:14][C:13]([C:20]6[CH:25]=[CH:24][C:23]([O:26][CH3:27])=[C:22]([O:28][CH3:29])[CH:21]=6)=[N:12]5)[CH2:9][CH2:10]4)=[O:4])=[O:62])[C:54]=3[N:55]=[CH:56][N:57]=2)[CH2:39][CH2:40]1. The catalyst class is: 2. (5) Reactant: [CH3:1][O:2][C:3](=[O:16])[CH2:4][CH2:5][CH2:6][CH2:7][CH2:8][CH2:9][CH2:10][CH2:11][CH2:12][CH2:13][CH2:14]Br.[I-:17].[Na+]. Product: [CH3:1][O:2][C:3](=[O:16])[CH2:4][CH2:5][CH2:6][CH2:7][CH2:8][CH2:9][CH2:10][CH2:11][CH2:12][CH2:13][CH2:14][I:17]. The catalyst class is: 21.